From a dataset of Full USPTO retrosynthesis dataset with 1.9M reactions from patents (1976-2016). Predict the reactants needed to synthesize the given product. Given the product [CH3:21][O:20][C:16]1[CH:17]=[C:18]2[C:13](=[CH:14][CH:15]=1)[NH:12][C:11]([CH2:9][N:8]([CH3:7])[CH3:22])=[CH:19]2, predict the reactants needed to synthesize it. The reactants are: [H-].[H-].[H-].[H-].[Li+].[Al+3].[CH3:7][N:8]([CH3:22])[C:9]([C:11]1[NH:12][C:13]2[C:18]([CH:19]=1)=[CH:17][C:16]([O:20][CH3:21])=[CH:15][CH:14]=2)=O.